From a dataset of Full USPTO retrosynthesis dataset with 1.9M reactions from patents (1976-2016). Predict the reactants needed to synthesize the given product. Given the product [OH:22][C:5]1[CH:6]=[C:7]([NH:10][CH2:11][C:12]2[CH:13]=[CH:14][C:15]([C:18]#[C:19][CH2:20][OH:21])=[CH:16][CH:17]=2)[CH:8]=[CH:9][C:4]=1[C:3]([OH:23])=[O:2], predict the reactants needed to synthesize it. The reactants are: C[O:2][C:3](=[O:23])[C:4]1[CH:9]=[CH:8][C:7]([NH:10][CH2:11][C:12]2[CH:17]=[CH:16][C:15]([C:18]#[C:19][CH2:20][OH:21])=[CH:14][CH:13]=2)=[CH:6][C:5]=1[OH:22].[Li+].[OH-].